From a dataset of Reaction yield outcomes from USPTO patents with 853,638 reactions. Predict the reaction yield, written as a fraction of the theoretical maximum amount of product (1.0 means a 100% yield; for example, 0.34 means a 34% yield). (1) The reactants are [CH3:1][O:2][C:3]1[CH:4]=[C:5]([NH:11][C:12]2[C:17]([C:18]3[NH:19][C:20]([NH:23][C:24]4[CH:29]=[CH:28][CH:27]=[C:26]([NH2:30])[CH:25]=4)=[N:21][N:22]=3)=[CH:16][CH:15]=[CH:14][N:13]=2)[CH:6]=[C:7]([O:9][CH3:10])[CH:8]=1.[O:31]1[C:35]2[CH:36]=[CH:37][C:38]([CH:40]=O)=[CH:39][C:34]=2[O:33][CH2:32]1.C(O[BH-](OC(=O)C)OC(=O)C)(=O)C.[Na+].C(O)(=O)C. The product is [O:31]1[C:35]2[CH:36]=[CH:37][C:38]([CH2:40][NH:30][C:26]3[CH:27]=[CH:28][CH:29]=[C:24]([NH:23][C:20]4[NH:19][C:18]([C:17]5[C:12]([NH:11][C:5]6[CH:6]=[C:7]([O:9][CH3:10])[CH:8]=[C:3]([O:2][CH3:1])[CH:4]=6)=[N:13][CH:14]=[CH:15][CH:16]=5)=[N:22][N:21]=4)[CH:25]=3)=[CH:39][C:34]=2[O:33][CH2:32]1. The yield is 0.290. The catalyst is ClC(Cl)C. (2) The reactants are [F:1][C:2]1[CH:7]=[C:6]([N+:8]([O-:10])=[O:9])[CH:5]=[CH:4][C:3]=1[CH2:11][CH2:12]O.[BrH:14].S(=O)(=O)(O)O. The catalyst is O. The product is [Br:14][CH2:12][CH2:11][C:3]1[CH:4]=[CH:5][C:6]([N+:8]([O-:10])=[O:9])=[CH:7][C:2]=1[F:1]. The yield is 0.850.